Task: Predict the product of the given reaction.. Dataset: Forward reaction prediction with 1.9M reactions from USPTO patents (1976-2016) Given the reactants [CH:1]1([CH2:7][CH:8]([C:16]([O:18][CH3:19])=[O:17])[CH2:9][C@@H:10](O)S([O-])(=O)=O)[CH2:6][CH2:5][CH2:4][CH2:3][CH2:2]1.[Na+].CC1CCCO1.[OH-].[Na+].Cl.[NH2:30][C@H:31]1[C:40]([CH2:43][CH3:44])([CH2:41][CH3:42])[C:39]2[CH:38]=[C:37]([C:45]([NH2:47])=[O:46])[CH:36]=[CH:35][C:34]=2[CH2:33][C@@H:32]1[O:48][CH3:49].C(O[BH-](OC(=O)C)OC(=O)C)(=O)C.[Na+], predict the reaction product. The product is: [CH3:19][O:18][C:16](=[O:17])[C@@H:8]([CH2:7][CH:1]1[CH2:6][CH2:5][CH2:4][CH2:3][CH2:2]1)[CH2:9][CH2:10][NH:30][C@@H:31]1[C@@H:32]([O:48][CH3:49])[CH2:33][C:34]2[C:39](=[CH:38][C:37]([C:45](=[O:46])[NH2:47])=[CH:36][CH:35]=2)[C:40]1([CH2:43][CH3:44])[CH2:41][CH3:42].